From a dataset of Catalyst prediction with 721,799 reactions and 888 catalyst types from USPTO. Predict which catalyst facilitates the given reaction. Reactant: [NH2:1][CH2:2][C@@H:3]1[O:7][C:6](=[O:8])[N:5]([C:9]2[CH:14]=[CH:13][C:12]([I:15])=[C:11]([F:16])[CH:10]=2)[CH2:4]1.[CH3:17][C:18](=O)[O:19]CC.C(OC(=O)C)(=O)C. Product: [F:16][C:11]1[CH:10]=[C:9]([N:5]2[CH2:4][C@H:3]([CH2:2][NH:1][C:18](=[O:19])[CH3:17])[O:7][C:6]2=[O:8])[CH:14]=[CH:13][C:12]=1[I:15]. The catalyst class is: 2.